Dataset: Full USPTO retrosynthesis dataset with 1.9M reactions from patents (1976-2016). Task: Predict the reactants needed to synthesize the given product. (1) Given the product [C:10]1([C:28]2[CH:33]=[CH:32][CH:31]=[CH:30][CH:29]=2)[CH:15]=[CH:14][CH:13]=[CH:12][C:11]=1[C:16]1[N:20]([C:21]2[CH:26]=[CH:25][CH:24]=[CH:23][CH:22]=2)[C:19]([C:1]2[CH:6]=[CH:5][CH:4]=[CH:3][CH:2]=2)=[N:18][N:17]=1, predict the reactants needed to synthesize it. The reactants are: [C:1]1(B(O)O)[CH:6]=[CH:5][CH:4]=[CH:3][CH:2]=1.[C:10]1([C:28]2[CH:33]=[CH:32][CH:31]=[CH:30][CH:29]=2)[CH:15]=[CH:14][CH:13]=[CH:12][C:11]=1[C:16]1[N:20]([C:21]2[CH:26]=[CH:25][CH:24]=[CH:23][CH:22]=2)[C:19](Br)=[N:18][N:17]=1. (2) Given the product [NH:6]1[C:5]2[CH:9]=[CH:10][C:2]([N:1]3[CH:18]([C:17]4[CH:20]=[CH:21][C:14]([O:13][CH2:11][CH3:12])=[CH:15][CH:16]=4)[CH2:29][NH:28][C:33]3=[O:34])=[CH:3][C:4]=2[N:8]=[CH:7]1, predict the reactants needed to synthesize it. The reactants are: [NH2:1][C:2]1[CH:10]=[CH:9][C:5]2[N:6]=[CH:7][NH:8][C:4]=2[CH:3]=1.[CH2:11]([O:13][C:14]1[CH:21]=[CH:20][C:17]([CH:18]=O)=[CH:16][CH:15]=1)[CH3:12].[Si](C#N)(C)(C)C.[N:28]1([C:33](N2C=CN=C2)=[O:34])C=CN=[CH:29]1. (3) Given the product [N:54]1[CH:55]=[CH:56][CH:57]=[C:52]([C:49]2[CH:48]=[C:47]([CH2:46][N:1]3[C:9]4[C:4](=[CH:5][CH:6]=[CH:7][CH:8]=4)[C:3]4([C:21]5[C:12](=[CH:13][C:14]6[CH2:32][O:33][CH2:17][O:16][C:15]=6[CH:20]=5)[O:11][CH2:10]4)[C:2]3=[O:22])[O:51][N:50]=2)[CH:53]=1, predict the reactants needed to synthesize it. The reactants are: [NH:1]1[C:9]2[C:4](=[CH:5][CH:6]=[CH:7][CH:8]=2)[C:3]2([C:21]3[C:12](=[CH:13][C:14]4OC[CH2:17][O:16][C:15]=4[CH:20]=3)[O:11][CH2:10]2)[C:2]1=[O:22].N1C2C(=CC=CC=2)[C@@]2(C3C(=CC4OCCOC=4C=3)[O:33][CH2:32]2)C1=O.Cl[CH2:46][C:47]1[O:51][N:50]=[C:49]([C:52]2[CH:53]=[N:54][CH:55]=[CH:56][CH:57]=2)[CH:48]=1.BrCCCCC. (4) Given the product [C:25]1([NH:31][C:32](=[O:49])[CH2:33][C:34]2[CH:39]=[CH:38][C:37]([C:10]3[C:3]4[C:2]([Cl:1])=[N:7][CH:6]=[N:5][C:4]=4[N:8]([CH:12]4[CH2:17][CH2:16][CH:15]([N:18]5[CH2:23][CH2:22][N:21]([CH3:24])[CH2:20][CH2:19]5)[CH2:14][CH2:13]4)[CH:9]=3)=[CH:36][CH:35]=2)[CH:26]=[CH:27][CH:28]=[CH:29][CH:30]=1, predict the reactants needed to synthesize it. The reactants are: [Cl:1][C:2]1[C:3]2[C:10](I)=[CH:9][N:8]([C@H:12]3[CH2:17][CH2:16][C@@H:15]([N:18]4[CH2:23][CH2:22][N:21]([CH3:24])[CH2:20][CH2:19]4)[CH2:14][CH2:13]3)[C:4]=2[N:5]=[CH:6][N:7]=1.[C:25]1([NH:31][C:32](=[O:49])[CH2:33][C:34]2[CH:39]=[CH:38][C:37](B3OC(C)(C)C(C)(C)O3)=[CH:36][CH:35]=2)[CH:30]=[CH:29][CH:28]=[CH:27][CH:26]=1.O.C(=O)([O-])[O-].[Na+].[Na+]. (5) Given the product [Br:22][C:23]1[CH:28]=[CH:27][C:26]([CH:29]([C:44]2[CH:45]=[CH:46][C:47]([Br:50])=[CH:48][CH:49]=2)[S:30]([CH2:31][C:32]([NH:34][CH2:35][CH2:36][CH2:37][C:38]2[CH:43]=[CH:42][CH:41]=[CH:40][CH:39]=2)=[O:33])=[O:9])=[CH:25][CH:24]=1, predict the reactants needed to synthesize it. The reactants are: C1(C)C=CC(C(C2C=CC(C)=CC=2)S(CC(N)=O)=[O:9])=CC=1.[Br:22][C:23]1[CH:28]=[CH:27][C:26]([CH:29]([C:44]2[CH:49]=[CH:48][C:47]([Br:50])=[CH:46][CH:45]=2)[S:30][CH2:31][C:32]([NH:34][CH2:35][CH2:36][CH2:37][C:38]2[CH:43]=[CH:42][CH:41]=[CH:40][CH:39]=2)=[O:33])=[CH:25][CH:24]=1. (6) Given the product [CH2:13]([C:2]1[CH:9]=[C:8]([O:10][CH3:11])[CH:7]=[C:6]([CH2:18][CH3:19])[C:3]=1[CH:4]=[O:5])[CH3:14], predict the reactants needed to synthesize it. The reactants are: F[C:2]1[CH:9]=[C:8]([O:10][CH3:11])[CH:7]=[C:6](F)[C:3]=1[CH:4]=[O:5].[CH2:13](N)[CH2:14]CC.[C:18]1(C)C=CC(S(O)(=O)=O)=C[CH:19]=1.C([Mg]Br)C. (7) Given the product [Cl:32][C:29]1[CH:30]=[CH:31][C:26]2[C:27](=[C:33]([NH2:34])[N:8]=[C:6]3[CH:7]=[C:2]([CH3:1])[CH:3]=[CH:4][C:5]3=2)[N:28]=1, predict the reactants needed to synthesize it. The reactants are: [CH3:1][C:2]1[CH:3]=[CH:4][C:5](B2OC(C)(C)C(C)(C)O2)=[C:6]([NH:8]C(=O)OC(C)(C)C)[CH:7]=1.Br[C:26]1[C:27]([C:33]#[N:34])=[N:28][C:29]([Cl:32])=[CH:30][CH:31]=1.C(=O)([O-])[O-].[Na+].[Na+]. (8) Given the product [C:6]([NH:25][C@H:26]([CH2:29][CH3:30])[C@@H:27]([OH:28])[CH3:4])([C:13]1[CH:18]=[CH:17][CH:16]=[CH:15][CH:14]=1)([C:19]1[CH:20]=[CH:21][CH:22]=[CH:23][CH:24]=1)[C:7]1[CH:12]=[CH:11][CH:10]=[CH:9][CH:8]=1, predict the reactants needed to synthesize it. The reactants are: S(C)C.[CH3:4][Li].[C:6]([NH:25][C@H:26]([CH2:29][CH3:30])[CH:27]=[O:28])([C:19]1[CH:24]=[CH:23][CH:22]=[CH:21][CH:20]=1)([C:13]1[CH:18]=[CH:17][CH:16]=[CH:15][CH:14]=1)[C:7]1[CH:12]=[CH:11][CH:10]=[CH:9][CH:8]=1.[NH4+].[Cl-]. (9) Given the product [Cl:27][C:24]1[CH:25]=[CH:26][C:11]([NH:10][C:28]([C:29]2[CH:38]=[CH:37][C:36]3[C:31](=[CH:32][CH:33]=[CH:34][CH:35]=3)[N:30]=2)=[O:39])=[C:12]([C:13]([NH:15][CH2:16][CH:17]2[CH2:22][CH2:21][CH2:20][CH2:19][CH2:18]2)=[O:14])[CH:23]=1, predict the reactants needed to synthesize it. The reactants are: C(N(C(C)C)CC)(C)C.[NH2:10][C:11]1[CH:26]=[CH:25][C:24]([Cl:27])=[CH:23][C:12]=1[C:13]([NH:15][CH2:16][CH:17]1[CH2:22][CH2:21][CH2:20][CH2:19][CH2:18]1)=[O:14].[C:28](O)(=[O:39])[C:29]1[CH:38]=[CH:37][C:36]2[C:31](=[CH:32][CH:33]=[CH:34][CH:35]=2)[N:30]=1.CN(C(ON1N=NC2C=CC=NC1=2)=[N+](C)C)C.F[P-](F)(F)(F)(F)F. (10) Given the product [I:16][C:2]1[CH:7]=[CH:6][C:5]([O:8][CH:9]([CH3:11])[CH3:10])=[CH:4][C:3]=1[C:12]([F:15])([F:14])[F:13], predict the reactants needed to synthesize it. The reactants are: Br[C:2]1[CH:7]=[CH:6][C:5]([O:8][CH:9]([CH3:11])[CH3:10])=[CH:4][C:3]=1[C:12]([F:15])([F:14])[F:13].[I-:16].[Na+].CN[C@@H]1CCCC[C@H]1NC.